This data is from Full USPTO retrosynthesis dataset with 1.9M reactions from patents (1976-2016). The task is: Predict the reactants needed to synthesize the given product. The reactants are: [Si:1]([O:8][CH2:9][C:10]1([CH3:38])[S:16][CH2:15][CH2:14][N:13]2[C:17]([C:20]3([C:23]4[CH:28]=[CH:27][C:26](B5OC(C)(C)C(C)(C)O5)=[CH:25][CH:24]=4)[CH2:22][CH2:21]3)=[N:18][N:19]=[C:12]2[CH2:11]1)([C:4]([CH3:7])([CH3:6])[CH3:5])([CH3:3])[CH3:2].Br[C:40]1[N:45]=[CH:44][C:43]([CH3:46])=[CH:42][CH:41]=1.C(=O)([O-])[O-].[K+].[K+]. Given the product [Si:1]([O:8][CH2:9][C:10]1([CH3:38])[S:16][CH2:15][CH2:14][N:13]2[C:17]([C:20]3([C:23]4[CH:24]=[CH:25][C:26]([C:40]5[CH:41]=[CH:42][C:43]([CH3:46])=[CH:44][N:45]=5)=[CH:27][CH:28]=4)[CH2:22][CH2:21]3)=[N:18][N:19]=[C:12]2[CH2:11]1)([C:4]([CH3:6])([CH3:5])[CH3:7])([CH3:2])[CH3:3], predict the reactants needed to synthesize it.